Dataset: Experimentally validated miRNA-target interactions with 360,000+ pairs, plus equal number of negative samples. Task: Binary Classification. Given a miRNA mature sequence and a target amino acid sequence, predict their likelihood of interaction. (1) The miRNA is mmu-miR-3085-3p with sequence UCUGGCUGCUAUGGCCCCCUC. The protein sequence of the target gene is MEPKRLEIPGSVLDDLCSRFILHIPSEERDNAIRVCFQIELAHWFYLDFYMQNTPGLPQCGIRDFAKAVFSHCPFLLPQGEDVEKILDEWKEYKMGVPTYGAIILDETLENVLLVQGYLAKSGWGFPKGKVNKEEAPHDCAAREVFEETGFDIKDYICKDDYIELRINDQLARLYIIPGVPKDTKFNPKTRREIRNIEWFSIEKLPCHRNDMTPKSKLGLAPNKFFMAIPFIRPLRDWLSRRFGDSSDSDNGFSSAGSTPARPTVEKLSRTKFRHSQQLFPEGSPSDQWVKHRQPLQQKS.... Result: 1 (interaction). (2) The miRNA is hsa-miR-7106-5p with sequence UGGGAGGAGGGGAUCUUGGG. The protein sequence of the target gene is MMAVEQMPKKDWYSILGADPSANISDLKQKYQKLILMYHPDKQSTDVPAGTVEECVQKFIEIDQAWKILGNEETKREYDLQRCEDDLRNVGPVDAQVYLEEMSWNEGDHSFYLSCRCGGKYSVSKDEAEEVSLISCDTCSLIIELLHYN. Result: 1 (interaction). (3) Result: 0 (no interaction). The protein sequence of the target gene is MASWWRAFPQAARRYPWPTNVLLYAGLFSAGDALQQRLRGGPADWRQTRRVATLAVTFHGNFNYVWLRLLERALPGRAPRTVLAKVLCDQTVGGPIALSAFYVGMSVLQGKDDIFLDLKQKFWNTYKSGLMYWPFVQLTNFSLVPVHWRTAYTGLCAFLWATFLCFSQQSGDGTLQSIFIFLRRKEASDKSPEK. The miRNA is hsa-miR-4741 with sequence CGGGCUGUCCGGAGGGGUCGGCU. (4) Result: 0 (no interaction). The protein sequence of the target gene is MASLSLAPVNIFKAGADEERAETARLSSFIGAIAIGDLVKSTLGPKGMDKILLSSGRDAALMVTNDGATILKNIGVDNPAAKVLVDMSRVQDDEVGDGTTSVTVLAAELLREAESLIAKKIHPQTIISGWREATKAAREALLSSAVDHGSDEARFWQDLMNIAGTTLSSKLLTHHKDHFTKLAVEAVLRLKGSGNLEAIHVIKKLGGSLADSYLDEGFLLDKKIGVNQPKRIENAKILIANTGMDTDKIKIFGSRVRVDSTAKVAEIEHAEKEKMKEKVERILKHGINCFINRQLIYNYP.... The miRNA is mmu-miR-5098 with sequence GUUACAUGGUGAAGCCCAGUU. (5) The miRNA is mmu-miR-367-3p with sequence AAUUGCACUUUAGCAAUGGUGA. The protein sequence of the target gene is MAASQVLGEKINILSGETVKAGDRDPLGNDCPEQDRLPQRSWRQKCASYVLALRPWSFSASLTPVALGSALAYRSHGVLDPRLLVGCAVAVLAVHGAGNLVNTYYDFSKGIDHKKSDDRTLVDRILEPQDVVRFGVFLYTLGCVCAACLYYLSPLKLEHLALIYFGGLSGSFLYTGGIGFKYVALGDLIILITFGPLAVMFAYAIQVGSLAIFPLVYAIPLALSTEAILHSNNTRDMESDREAGIVTLAILIGPTFSYILYNTLLFLPYLVFSILATHCTISLALPLLTIPMAFSLERQF.... Result: 0 (no interaction). (6) The miRNA is mmu-miR-151-3p with sequence CUAGACUGAGGCUCCUUGAGG. The protein sequence of the target gene is MTNGGRNGEENKNLMNGEAKAEPETFAQFLYNKDKGTVLGRTGTSWCQITVFYIIFYIFLSAFFIGCLSIFLRTLDPKVPRFYGKGTIIGVNPGVGYQPWLKENPDSTLIKFNLQDSKSWEPYVKQLDNYLSKYKNTNETRDCGASDNNDALETDTDTFPCRFDLGLFEKANCGAKDQYGYKSGKPCVAVSLNRLIGWRPVNYDDGSVPEEIKGRYKPGSITINCEGATSFDKEHLGKVKYIPETGIDGRYYPYVFVPSYQQPIAMVKFDTIPRNKLVIVECRAYASNIEHDISTRLGMV.... Result: 0 (no interaction). (7) The miRNA is hsa-miR-593-5p with sequence AGGCACCAGCCAGGCAUUGCUCAGC. The protein sequence of the target gene is MARKALKLASWTSMALAASGIYFYSNKYLDPNDFGAVRVGRAVATTAVISYDYLTSLKSVPYGSEEYLQLRSKSWPVFLQVHLRSARRLCELCCANRGTFIKVGQHLGALDYLLPEEYTSTLKVLHSQAPQSSMQEIRQVIREDLGKEIHDLFQSFDDTPLGTASLAQVHKAVLHDGRTVAVKVQHPKVRAQSSKDILLMEVLVLAVKQLFPEFEFMWLVDEAKKNLPLELDFLNEGRNAEKVSQMLRHFDFLKVPRIHWDLSTERVLLMEFVDGGQVNDRDYMERNKIDVNEISRHLGK.... Result: 0 (no interaction). (8) The miRNA is hsa-miR-3911 with sequence UGUGUGGAUCCUGGAGGAGGCA. The protein sequence of the target gene is MASILRSVATTSAVVAAASAIPIAIAFSSSSSSSSTNPKSQSLNFSFLSRSSPRLLGLSRSFVSSPMATALTSDRNLHQEDRAMPQLLTEFMVDMTCEGCVNAVKNKLETIEGIEKVEVDLSNQVVRILGSSPVKAMTQALEQTGRKARLIGQGVPQDFLVSAAVAEFKGPDIFGVVRFAQVSMELARIEANFTGLSPGTHSWCINEYGDLTNGAASTGSLYNPFQDQTGTEPLGDLGTLEADKNGEAFYSGKKEKLKVADLIGRAVVVYKTDDNKSGPGLTAAVIARSAGVGENYKKLC.... Result: 0 (no interaction).